This data is from Catalyst prediction with 721,799 reactions and 888 catalyst types from USPTO. The task is: Predict which catalyst facilitates the given reaction. Reactant: [C:1]([N:5]1[C:9]2=[N:10][CH:11]=[N:12][C:13]([NH2:14])=[C:8]2[C:7]([C:15]2[C:24]3[C:19](=[CH:20][CH:21]=[CH:22][CH:23]=3)[CH:18]=[CH:17][CH:16]=2)=[N:6]1)([CH3:4])([CH3:3])[CH3:2].[ClH:25]. Product: [ClH:25].[C:1]([N:5]1[C:9]2=[N:10][CH:11]=[N:12][C:13]([NH2:14])=[C:8]2[C:7]([C:15]2[C:24]3[C:19](=[CH:20][CH:21]=[CH:22][CH:23]=3)[CH:18]=[CH:17][CH:16]=2)=[N:6]1)([CH3:4])([CH3:2])[CH3:3]. The catalyst class is: 698.